Dataset: Reaction yield outcomes from USPTO patents with 853,638 reactions. Task: Predict the reaction yield, written as a fraction of the theoretical maximum amount of product (1.0 means a 100% yield; for example, 0.34 means a 34% yield). (1) The reactants are [CH3:1][O:2][C:3]1[CH:4]=[CH:5][CH:6]=[C:7]2[C:11]=1[C:10](=[N:12]O)[CH2:9][CH2:8]2. The catalyst is C(O)C.[Pd]. The product is [CH3:1][O:2][C:3]1[CH:4]=[CH:5][CH:6]=[C:7]2[C:11]=1[CH:10]([NH2:12])[CH2:9][CH2:8]2. The yield is 0.640. (2) The reactants are C(O)C.[S:4]1[CH:8]=[CH:7][CH:6]=[C:5]1[C:9]#[N:10].Cl.[NH2:12][OH:13].[OH-].[Na+]. The catalyst is ClCCl.O. The product is [OH:13][NH:12][C:9]([C:5]1[S:4][CH:8]=[CH:7][CH:6]=1)=[NH:10]. The yield is 0.880. (3) The reactants are [C:1]([O:5][C:6]([N:8]1[CH2:12][CH2:11][C@@H:10](O)[C@H:9]1[C:14]([O:16][CH2:17][C:18]1[CH:23]=[CH:22][CH:21]=[CH:20][CH:19]=1)=[O:15])=[O:7])([CH3:4])([CH3:3])[CH3:2].CCN(S(F)(F)[F:30])CC. The catalyst is C(Cl)Cl. The product is [C:1]([O:5][C:6]([N:8]1[CH2:12][CH2:11][C@H:10]([F:30])[C@H:9]1[C:14]([O:16][CH2:17][C:18]1[CH:23]=[CH:22][CH:21]=[CH:20][CH:19]=1)=[O:15])=[O:7])([CH3:4])([CH3:3])[CH3:2]. The yield is 0.890. (4) The reactants are [NH2:1][C:2]1[C:7]2=[C:8]([C:25]3[CH:26]=[CH:27][C:28]4[C:32]([CH:33]=3)=[N:31][N:30]([CH2:34][C:35]3[CH:40]=[CH:39][CH:38]=[CH:37][CH:36]=3)[C:29]=4[NH2:41])[CH:9]=[C:10]([CH:11]3[CH2:16][CH2:15][N:14]([C:17](=[O:24])[CH2:18][N:19](C)[C:20](=O)O)[CH2:13][CH2:12]3)[N:6]2[N:5]=[CH:4][N:3]=1.FC(F)(F)C(O)=O.CCOC(C)=O. The catalyst is C(Cl)Cl. The product is [NH2:1][C:2]1[C:7]2=[C:8]([C:25]3[CH:26]=[CH:27][C:28]4[C:32]([CH:33]=3)=[N:31][N:30]([CH2:34][C:35]3[CH:40]=[CH:39][CH:38]=[CH:37][CH:36]=3)[C:29]=4[NH2:41])[CH:9]=[C:10]([CH:11]3[CH2:16][CH2:15][N:14]([C:17](=[O:24])[CH2:18][NH:19][CH3:20])[CH2:13][CH2:12]3)[N:6]2[N:5]=[CH:4][N:3]=1. The yield is 0.985. (5) The reactants are [OH:1][C:2]1[CH:7]=[CH:6][C:5]([C:8]2[CH:9]=[C:10]3[C:15](=[CH:16][CH:17]=2)[CH:14]([C:18]([O:20][CH3:21])=[O:19])[CH2:13][CH2:12][CH2:11]3)=[CH:4][CH:3]=1.[Cl:22][C:23]1[CH:28]=[CH:27][CH:26]=[C:25]([Cl:29])[C:24]=1[C:30]1[C:34]([CH2:35]O)=[C:33]([CH:37]([CH3:39])[CH3:38])[O:32][N:31]=1.C1(P(C2C=CC=CC=2)C2C=CC=CC=2)C=CC=CC=1.N(C(OC(C)C)=O)=NC(OC(C)C)=O. The catalyst is ClCCl. The product is [Cl:29][C:25]1[CH:26]=[CH:27][CH:28]=[C:23]([Cl:22])[C:24]=1[C:30]1[C:34]([CH2:35][O:1][C:2]2[CH:3]=[CH:4][C:5]([C:8]3[CH:9]=[C:10]4[C:15](=[CH:16][CH:17]=3)[CH:14]([C:18]([O:20][CH3:21])=[O:19])[CH2:13][CH2:12][CH2:11]4)=[CH:6][CH:7]=2)=[C:33]([CH:37]([CH3:39])[CH3:38])[O:32][N:31]=1. The yield is 0.460. (6) The reactants are [Br:1][C:2]1[N:7]=[C:6]([C:8]([OH:10])=O)[CH:5]=[CH:4][CH:3]=1.[NH3:11]. The catalyst is S(Cl)(Cl)=O.O1CCOCC1. The product is [Br:1][C:2]1[N:7]=[C:6]([C:8]([NH2:11])=[O:10])[CH:5]=[CH:4][CH:3]=1. The yield is 0.450. (7) The reactants are [Cl:1][C:2]1[CH:9]=[C:8]([N:10]2[C:14](=[O:15])[CH:13]=[C:12]([OH:16])[CH:11]2[CH2:17][CH:18]2[CH2:20][CH2:19]2)[CH:7]=[CH:6][C:3]=1[C:4]#[N:5].C(O)(=O)C.[BH4-].[Na+].O. The catalyst is C(#N)C. The product is [Cl:1][C:2]1[CH:9]=[C:8]([N:10]2[C:14](=[O:15])[CH2:13][C@H:12]([OH:16])[C@@H:11]2[CH2:17][CH:18]2[CH2:20][CH2:19]2)[CH:7]=[CH:6][C:3]=1[C:4]#[N:5]. The yield is 0.770. (8) The reactants are C1([NH:7][C:8]([C:10]2[C:11](=[O:29])[N:12]([CH2:21][C:22]3[CH:27]=[CH:26][C:25]([F:28])=[CH:24][CH:23]=3)[C:13]3[C:18]([C:19]=2O)=[CH:17][CH:16]=[CH:15][CH:14]=3)=O)CCCCC1.P(Cl)(Cl)([Cl:32])=O. No catalyst specified. The product is [Cl:32][C:19]1[C:18]2[C:13](=[CH:14][CH:15]=[CH:16][CH:17]=2)[N:12]([CH2:21][C:22]2[CH:27]=[CH:26][C:25]([F:28])=[CH:24][CH:23]=2)[C:11](=[O:29])[C:10]=1[C:8]#[N:7]. The yield is 0.760. (9) The reactants are [F:1][C:2]1[CH:21]=[CH:20][CH:19]=[C:18]([F:22])[C:3]=1[C:4]([NH:6][CH:7]([C:13]([O:15][CH2:16][CH3:17])=[O:14])[C:8]([O:10][CH2:11][CH3:12])=[O:9])=O.FC(F)(F)C(OC(=O)C(F)(F)F)=O. The catalyst is FC(F)(F)C1C=CC=CC=1. The product is [F:1][C:2]1[CH:21]=[CH:20][CH:19]=[C:18]([F:22])[C:3]=1[C:4]1[O:9][C:8]([O:10][CH2:11][CH3:12])=[C:7]([C:13]([O:15][CH2:16][CH3:17])=[O:14])[N:6]=1. The yield is 0.450. (10) The reactants are [F:1][C:2]([F:24])([F:23])[O:3][C:4]1[CH:9]=[CH:8][C:7]([N:10]2[CH:14]=[N:13][C:12]([C:15]3[CH:20]=[CH:19][C:18]([CH2:21][NH2:22])=[CH:17][CH:16]=3)=[N:11]2)=[CH:6][CH:5]=1.[C:25](=[O:36])(OC(Cl)(Cl)Cl)OC(Cl)(Cl)Cl.C([O-])(=O)C.[Na+].[CH2:42]([C:44]1[CH:49]=[CH:48][CH:47]=[CH:46][C:45]=1[NH:50][C:51]([NH2:53])=[S:52])[CH3:43].C(=O)([O-])[O-].[Cs+].[Cs+]. The catalyst is ClCCl.O.C(#N)C. The product is [CH2:42]([C:44]1[CH:49]=[CH:48][CH:47]=[CH:46][C:45]=1[NH:50][C:51]([NH:53][C:25]([NH:22][CH2:21][C:18]1[CH:19]=[CH:20][C:15]([C:12]2[N:13]=[CH:14][N:10]([C:7]3[CH:6]=[CH:5][C:4]([O:3][C:2]([F:1])([F:23])[F:24])=[CH:9][CH:8]=3)[N:11]=2)=[CH:16][CH:17]=1)=[O:36])=[S:52])[CH3:43]. The yield is 0.160.